From a dataset of Forward reaction prediction with 1.9M reactions from USPTO patents (1976-2016). Predict the product of the given reaction. (1) Given the reactants CN(C)C=O.[NH2:6][C:7]1[CH:12]=[CH:11][C:10]([C:13]2[NH:17][C:16]([CH:18]3[N:26]4[C:21](=[CH:22][C:23]([C:28]5[CH:33]=[C:32]([Cl:34])[CH:31]=[CH:30][C:29]=5[N:35]5[CH:39]=[N:38][N:37]=[N:36]5)=[CH:24][C:25]4=[O:27])[CH2:20][CH2:19]3)=[N:15][CH:14]=2)=[CH:9][CH:8]=1.[CH3:40][N:41]([CH3:46])[CH2:42][C:43](O)=[O:44], predict the reaction product. The product is: [Cl:34][C:32]1[CH:31]=[CH:30][C:29]([N:35]2[CH:39]=[N:38][N:37]=[N:36]2)=[C:28]([C:23]2[CH:22]=[C:21]3[N:26]([CH:18]([C:16]4[NH:17][C:13]([C:10]5[CH:9]=[CH:8][C:7]([NH:6][C:43](=[O:44])[CH2:42][N:41]([CH3:46])[CH3:40])=[CH:12][CH:11]=5)=[CH:14][N:15]=4)[CH2:19][CH2:20]3)[C:25](=[O:27])[CH:24]=2)[CH:33]=1. (2) Given the reactants Cl[C:2]1[N:10]=[C:9]2[C:5]([N:6]=[CH:7][N:8]2[CH:11]([CH3:13])[CH3:12])=[C:4]([NH:14][CH2:15][C:16]2[S:17][C:18]([CH3:21])=[CH:19][CH:20]=2)[N:3]=1.[NH2:22][C@H:23]([CH2:26][CH3:27])[CH2:24][OH:25], predict the reaction product. The product is: [CH:11]([N:8]1[CH:7]=[N:6][C:5]2[C:9]1=[N:10][C:2]([NH:22][C@H:23]([CH2:26][CH3:27])[CH2:24][OH:25])=[N:3][C:4]=2[NH:14][CH2:15][C:16]1[S:17][C:18]([CH3:21])=[CH:19][CH:20]=1)([CH3:13])[CH3:12]. (3) Given the reactants Cl[C:2]1[N:7]=[C:6]([Cl:8])[N:5]=[CH:4][N:3]=1.[F:9][CH:10]([F:29])[O:11][C:12]1[CH:13]=[C:14]([CH:16]=[CH:17][C:18]=1[N:19]1[CH2:24][CH2:23][N:22]([CH:25]2[CH2:28][O:27][CH2:26]2)[CH2:21][CH2:20]1)[NH2:15].C(N(CC)C(C)C)(C)C, predict the reaction product. The product is: [Cl:8][C:6]1[N:5]=[CH:4][N:3]=[C:2]([NH:15][C:14]2[CH:16]=[CH:17][C:18]([N:19]3[CH2:20][CH2:21][N:22]([CH:25]4[CH2:28][O:27][CH2:26]4)[CH2:23][CH2:24]3)=[C:12]([O:11][CH:10]([F:9])[F:29])[CH:13]=2)[N:7]=1. (4) Given the reactants [C:1]([N:8]1[CH2:14][CH2:13][CH2:12][C@H:9]1[CH:10]=O)([O:3][C:4]([CH3:7])([CH3:6])[CH3:5])=[O:2].C1C=CC(P(C2C=CC=CC=2)C2C=CC=CC=2)=CC=1.[C:34](Br)(Br)([Br:36])[Br:35].C([O-])(O)=O.[Na+], predict the reaction product. The product is: [C:4]([O:3][C:1]([N:8]1[CH2:14][CH2:13][CH2:12][CH:9]1[CH:10]=[C:34]([Br:36])[Br:35])=[O:2])([CH3:7])([CH3:6])[CH3:5]. (5) Given the reactants [CH2:1]([O:3][CH:4]=[CH:5][C:6]1[CH:11]=[CH:10][N:9]=[C:8]([S:12][CH3:13])[N:7]=1)[CH3:2].C1C(=O)N([Br:21])C(=O)C1.[CH3:22][CH2:23][OH:24], predict the reaction product. The product is: [Br:21][CH:5]([C:6]1[CH:11]=[CH:10][N:9]=[C:8]([S:12][CH3:13])[N:7]=1)[CH:4]([O:24][CH2:23][CH3:22])[O:3][CH2:1][CH3:2]. (6) Given the reactants [CH3:1][O:2][C:3]1[CH:11]=[CH:10][C:6]([C:7]([OH:9])=O)=[CH:5][C:4]=1[CH3:12].[CH3:13][O:14][C:15]1[CH:20]=[CH:19][C:18]([C@H:21]([NH2:23])[CH3:22])=[CH:17][CH:16]=1, predict the reaction product. The product is: [CH3:1][O:2][C:3]1[CH:11]=[CH:10][C:6]([C:7]([NH:23][C@@H:21]([C:18]2[CH:19]=[CH:20][C:15]([O:14][CH3:13])=[CH:16][CH:17]=2)[CH3:22])=[O:9])=[CH:5][C:4]=1[CH3:12]. (7) Given the reactants [CH3:1][C:2]1([CH3:12])[O:6][C:5](=[CH:7][C:8](Cl)=[O:9])[C:4](=[O:11])[O:3]1.[Cl:13][C:14]1[CH:23]=[CH:22][C:17]([CH2:18][NH:19][O:20][CH3:21])=[CH:16][CH:15]=1, predict the reaction product. The product is: [Cl:13][C:14]1[CH:15]=[CH:16][C:17]([CH2:18][N:19]([O:20][CH3:21])[C:8](=[O:9])[CH:7]=[C:5]2[C:4](=[O:11])[O:3][C:2]([CH3:12])([CH3:1])[O:6]2)=[CH:22][CH:23]=1. (8) Given the reactants [NH2:1][C@@H:2]1[CH2:7][CH2:6][N:5]([C:8]2[C:9]([Cl:40])=[C:10]([NH:16][C:17]3[N:22]=[C:21]([N:23](CC)[CH2:24][C:25]4C=CC(OC)=CC=4)[C:20]4=[N:35][CH:36]=[C:37]([C:38]#[N:39])[N:19]4[N:18]=3)[CH:11]=[C:12]([C:14]#[N:15])[CH:13]=2)[CH2:4][C@H:3]1[OH:41].C1(OC)C=CC=CC=1.C(O)(C(F)(F)F)=O, predict the reaction product. The product is: [NH2:1][C@@H:2]1[CH2:7][CH2:6][N:5]([C:8]2[C:9]([Cl:40])=[C:10]([NH:16][C:17]3[N:22]=[C:21]([NH:23][CH2:24][CH3:25])[C:20]4=[N:35][CH:36]=[C:37]([C:38]#[N:39])[N:19]4[N:18]=3)[CH:11]=[C:12]([C:14]#[N:15])[CH:13]=2)[CH2:4][C@H:3]1[OH:41]. (9) Given the reactants [CH3:1][O:2][C:3]1[CH:43]=[C:42]([O:44][CH3:45])[CH:41]=[CH:40][C:4]=1[CH2:5][NH:6][C:7]1[N:15]=[CH:14][N:13]=[C:12]2[C:8]=1[N:9]=[CH:10][N:11]2[C@H:16]1[C@@H:20]2[O:21]C(C)(C)[O:23][C@@H:19]2[C@@H:18]([CH2:26][N:27]([CH:37]([CH3:39])[CH3:38])[CH:28]2[CH2:31][CH:30]([CH2:32][CH2:33][C:34]([OH:36])=O)[CH2:29]2)[CH2:17]1.C(N(CC)C(C)C)(C)C.[C:55]([C:59]1[CH:60]=[C:61]([NH2:66])[C:62]([NH2:65])=[CH:63][CH:64]=1)([CH3:58])([CH3:57])[CH3:56].C([O-])(O)=O.[Na+], predict the reaction product. The product is: [NH2:66][C:61]1[CH:60]=[C:59]([C:55]([CH3:57])([CH3:56])[CH3:58])[CH:64]=[CH:63][C:62]=1[NH:65][C:34](=[O:36])[CH2:33][CH2:32][CH:30]1[CH2:31][CH:28]([N:27]([CH2:26][C@H:18]2[CH2:17][C@@H:16]([N:11]3[CH:10]=[N:9][C:8]4[C:12]3=[N:13][CH:14]=[N:15][C:7]=4[NH:6][CH2:5][C:4]3[CH:40]=[CH:41][C:42]([O:44][CH3:45])=[CH:43][C:3]=3[O:2][CH3:1])[C@H:20]([OH:21])[C@@H:19]2[OH:23])[CH:37]([CH3:38])[CH3:39])[CH2:29]1. (10) Given the reactants [CH2:1]([N:8]1[CH2:13][CH2:12][C:11](=[O:14])[CH2:10][CH2:9]1)[C:2]1[CH:7]=[CH:6][CH:5]=[CH:4][CH:3]=1.Cl.[CH2:16]([O:18][Si](OCC)(OCC)OCC)[CH3:17].C(=O)([O-])[O-].[K+].[K+].[CH2:35](O)[CH3:36], predict the reaction product. The product is: [CH2:1]([N:8]1[CH2:13][CH2:12][C:11]([O:18][CH2:16][CH3:17])([O:14][CH2:35][CH3:36])[CH2:10][CH2:9]1)[C:2]1[CH:3]=[CH:4][CH:5]=[CH:6][CH:7]=1.